Dataset: NCI-60 drug combinations with 297,098 pairs across 59 cell lines. Task: Regression. Given two drug SMILES strings and cell line genomic features, predict the synergy score measuring deviation from expected non-interaction effect. Drug 1: C1=CC=C(C=C1)NC(=O)CCCCCCC(=O)NO. Drug 2: C1=CN(C=N1)CC(O)(P(=O)(O)O)P(=O)(O)O. Cell line: NCI-H522. Synergy scores: CSS=17.4, Synergy_ZIP=-4.67, Synergy_Bliss=-0.608, Synergy_Loewe=-4.11, Synergy_HSA=-0.174.